This data is from Full USPTO retrosynthesis dataset with 1.9M reactions from patents (1976-2016). The task is: Predict the reactants needed to synthesize the given product. (1) Given the product [CH2:10]([CH:12]([C:15]1[C:16]2[N:17]([C:22]([C:3]3[C:2]([CH3:1])=[CH:6][S:5][CH:4]=3)=[C:23]([CH3:25])[N:24]=2)[N:18]=[C:19]([CH3:21])[CH:20]=1)[CH2:13][CH3:14])[CH3:11], predict the reactants needed to synthesize it. The reactants are: [CH3:1][C:2]1[C:3](B(O)O)=[CH:4][S:5][CH:6]=1.[CH2:10]([CH:12]([C:15]1[C:16]2[N:17]([C:22](I)=[C:23]([CH3:25])[N:24]=2)[N:18]=[C:19]([CH3:21])[CH:20]=1)[CH2:13][CH3:14])[CH3:11].C([O-])([O-])=O.[Na+].[Na+]. (2) Given the product [CH:3]1([O:8][CH2:10][C:11]([N:13]2[CH2:14][CH2:15][C:16]3([C:20](=[O:21])[N:19]([C:22]4[CH:27]=[CH:26][C:25]([O:28][C:29]([F:30])([F:31])[F:32])=[CH:24][CH:23]=4)[CH2:18][CH2:17]3)[CH2:33][CH2:34]2)=[O:12])[CH2:7][CH2:6][CH2:5][CH2:4]1, predict the reactants needed to synthesize it. The reactants are: [H-].[Na+].[CH:3]1([OH:8])[CH2:7][CH2:6][CH2:5][CH2:4]1.Cl[CH2:10][C:11]([N:13]1[CH2:34][CH2:33][C:16]2([C:20](=[O:21])[N:19]([C:22]3[CH:27]=[CH:26][C:25]([O:28][C:29]([F:32])([F:31])[F:30])=[CH:24][CH:23]=3)[CH2:18][CH2:17]2)[CH2:15][CH2:14]1)=[O:12].